Task: Predict the reaction yield, written as a fraction of the theoretical maximum amount of product (1.0 means a 100% yield; for example, 0.34 means a 34% yield).. Dataset: Reaction yield outcomes from USPTO patents with 853,638 reactions (1) The reactants are [Br:1][C:2]1[CH:7]=[CH:6][C:5](B(O)O)=[C:4]([F:11])[C:3]=1[O:12][CH3:13].Br[C:15]1[N:16]=[CH:17][C:18]([NH2:21])=[N:19][CH:20]=1.CCO.C([O-])([O-])=O.[Na+].[Na+]. The catalyst is C1C=CC([P]([Pd]([P](C2C=CC=CC=2)(C2C=CC=CC=2)C2C=CC=CC=2)([P](C2C=CC=CC=2)(C2C=CC=CC=2)C2C=CC=CC=2)[P](C2C=CC=CC=2)(C2C=CC=CC=2)C2C=CC=CC=2)(C2C=CC=CC=2)C2C=CC=CC=2)=CC=1.C1(C)C=CC=CC=1. The product is [Br:1][C:2]1[CH:7]=[CH:6][C:5]([C:15]2[N:16]=[CH:17][C:18]([NH2:21])=[N:19][CH:20]=2)=[C:4]([F:11])[C:3]=1[O:12][CH3:13]. The yield is 0.270. (2) The reactants are [CH:1](=[N:8]/[C:9]1[CH:17]=[CH:16][CH:15]=[C:14]2[C:10]=1[CH2:11][O:12][C:13]2=[O:18])\[C:2]1[CH:7]=[CH:6][CH:5]=[CH:4][CH:3]=1.[CH3:19][N:20]1[CH:24]=[CH:23][N:22]=[C:21]1[CH:25]=O.[O-:27][CH2:28][CH3:29].[Na+].C(O)C. The catalyst is C(OCC)(=O)CC. The product is [CH3:19][N:20]1[CH:24]=[CH:23][N:22]=[C:21]1[CH:25]1[C:28](=[O:27])[C:29]2[C:14]([C:13]([O:12][CH2:11][CH3:10])=[O:18])=[CH:15][CH:16]=[CH:17][C:9]=2[NH:8][CH:1]1[C:2]1[CH:3]=[CH:4][CH:5]=[CH:6][CH:7]=1. The yield is 0.180. (3) The reactants are [C:1]([C:3]1[C:8]2[N:9]=[C:10]([CH:12]3[CH2:14][CH2:13]3)[O:11][C:7]=2[C:6]([CH:15]([CH2:20][CH:21]=[CH2:22])[C:16](OC)=[O:17])=[C:5]([C:23]2[CH:28]=[CH:27][CH:26]=[CH:25][CH:24]=2)[C:4]=1[CH3:29])#[N:2].[Li+].[B-](CC)(CC)CC.[Cl-].[NH4+]. The catalyst is O1CCCC1. The product is [CH:12]1([C:10]2[O:11][C:7]3[C:8](=[C:3]([C:1]#[N:2])[C:4]([CH3:29])=[C:5]([C:23]4[CH:24]=[CH:25][CH:26]=[CH:27][CH:28]=4)[C:6]=3[CH:15]([CH2:16][OH:17])[CH2:20][CH:21]=[CH2:22])[N:9]=2)[CH2:13][CH2:14]1. The yield is 0.950.